This data is from Catalyst prediction with 721,799 reactions and 888 catalyst types from USPTO. The task is: Predict which catalyst facilitates the given reaction. (1) Reactant: [OH:1][CH2:2][C:3]([O:5][CH2:6][CH3:7])=[O:4].[H-].[Na+].Br[CH2:11][CH2:12][CH2:13][O:14][Si:15]([C:18]([CH3:21])([CH3:20])[CH3:19])([CH3:17])[CH3:16].C(OCC)(=O)C. Product: [Si:15]([O:14][CH2:13][CH2:12][CH2:11][O:1][CH2:2][C:3]([O:5][CH2:6][CH3:7])=[O:4])([C:18]([CH3:19])([CH3:20])[CH3:21])([CH3:17])[CH3:16]. The catalyst class is: 9. (2) Reactant: [N:1]([C:4]1[CH:9]=[CH:8][C:7]([C@@H:10]2[O:15][CH2:14][CH2:13][N:12]([C:16]([O:18][C:19]([CH3:22])([CH3:21])[CH3:20])=[O:17])[CH2:11]2)=[CH:6][CH:5]=1)=[N+:2]=[N-:3].C(N(C(C)C)CC)(C)C.[C:32]([C:34]1[CH:39]=[CH:38][C:37]([F:40])=[CH:36][CH:35]=1)#[CH:33]. Product: [F:40][C:37]1[CH:38]=[CH:39][C:34]([C:32]2[N:3]=[N:2][N:1]([C:4]3[CH:9]=[CH:8][C:7]([C@@H:10]4[O:15][CH2:14][CH2:13][N:12]([C:16]([O:18][C:19]([CH3:22])([CH3:21])[CH3:20])=[O:17])[CH2:11]4)=[CH:6][CH:5]=3)[CH:33]=2)=[CH:35][CH:36]=1. The catalyst class is: 205. (3) Reactant: Cl[C:2]1[C:11]2[CH:10]=[CH:9][C:8]3[O:12][C:13]([F:16])([F:15])[O:14][C:7]=3[C:6]=2[N:5]=[C:4]([Cl:17])[N:3]=1.C(N(CC)C(C)C)(C)C.[C:27]([NH:30][NH2:31])(=[O:29])[CH3:28]. Product: [Cl:17][C:4]1[N:3]=[C:2]([NH:31][NH:30][C:27](=[O:29])[CH3:28])[C:11]2[CH:10]=[CH:9][C:8]3[O:12][C:13]([F:16])([F:15])[O:14][C:7]=3[C:6]=2[N:5]=1. The catalyst class is: 7. (4) Reactant: C(O[C:4]([N:6]1[CH2:11][CH2:10][C:9](=O)[CH2:8][CH2:7]1)=O)C.[CH2:13]([NH2:20])[C:14]1[CH:19]=[CH:18][CH:17]=[CH:16][CH:15]=1.[Cl:21][C:22]1[CH:27]=[CH:26][CH:25]=[C:24]([CH:28]=[CH:29][N+]([O-])=O)[CH:23]=1.N. Product: [CH2:13]([N:20]1[C:9]2[CH2:8][CH2:7][N:6]([CH3:4])[CH2:11][C:10]=2[C:28]([C:24]2[CH:25]=[CH:26][CH:27]=[C:22]([Cl:21])[CH:23]=2)=[CH:29]1)[C:14]1[CH:19]=[CH:18][CH:17]=[CH:16][CH:15]=1. The catalyst class is: 191. (5) Reactant: [C:1](=[O:4])(O)[O-:2].[Na+].[C:6]1([CH3:33])[CH:11]=CC(C([C@](C(O)=O)(O)[C@](C(C2C=CC(C)=CC=2)=O)(O)C(O)=O)=O)=C[CH:7]=1.[Cl:34][C:35]1[CH:36]=[C:37]([C:42]([NH:48][CH3:49])([CH2:45][CH:46]=[CH2:47])[CH2:43][OH:44])[CH:38]=[CH:39][C:40]=1[Cl:41]. Product: [C:6]([O:2][C:1](=[O:4])[N:48]([C:42]([C:37]1[CH:38]=[CH:39][C:40]([Cl:41])=[C:35]([Cl:34])[CH:36]=1)([CH2:43][OH:44])[CH2:45][CH:46]=[CH2:47])[CH3:49])([CH3:33])([CH3:11])[CH3:7]. The catalyst class is: 13. (6) Reactant: [CH3:1][O:2][C:3]1[CH:4]=[C:5]([NH:12][S:13]([CH3:16])(=[O:15])=[O:14])[CH:6]=[C:7]([N+:9]([O-])=O)[CH:8]=1. Product: [NH2:9][C:7]1[CH:6]=[C:5]([NH:12][S:13]([CH3:16])(=[O:15])=[O:14])[CH:4]=[C:3]([O:2][CH3:1])[CH:8]=1. The catalyst class is: 180. (7) Reactant: [OH-].[K+].C[Si]([C:7]#[C:8][C:9]1[CH:23]=[CH:22][C:12]([N:13]([CH2:18][CH2:19][CH2:20][CH3:21])[CH2:14][CH2:15][CH2:16][CH3:17])=[CH:11][CH:10]=1)(C)C.O. Product: [C:8]([C:9]1[CH:23]=[CH:22][C:12]([N:13]([CH2:18][CH2:19][CH2:20][CH3:21])[CH2:14][CH2:15][CH2:16][CH3:17])=[CH:11][CH:10]=1)#[CH:7]. The catalyst class is: 5. (8) Reactant: [C:1](Cl)(=O)C(Cl)=O.CN(C)[CH:9]=[O:10].[F:12][C:13]([F:30])([F:29])[C:14]1[S:18][C:17]2[C:19]([C:23]([OH:25])=[O:24])=[CH:20][CH:21]=[CH:22][C:16]=2[C:15]=1[C:26](O)=[O:27]. Product: [F:12][C:13]([F:30])([F:29])[C:14]1[S:18][C:17]2[C:19]([C:23]([O:25][CH3:1])=[O:24])=[CH:20][CH:21]=[CH:22][C:16]=2[C:15]=1[C:26]([O:10][CH3:9])=[O:27]. The catalyst class is: 4. (9) Reactant: [CH2:1]([N:3]1[C:7]2[N:8]=[C:9]([C:18]3[CH:23]=[CH:22][C:21]([NH:24][C:25]([NH:27][C:28]4[CH:36]=[CH:35][C:31]([C:32]([OH:34])=O)=[CH:30][CH:29]=4)=[O:26])=[CH:20][CH:19]=3)[N:10]=[C:11]([N:12]3[CH2:17][CH2:16][O:15][CH2:14][CH2:13]3)[C:6]=2[N:5]=[N:4]1)[CH3:2].CCN(CC)CC.C1C=CC2N(O)N=NC=2C=1.CCN=C=[N:58][CH2:59][CH2:60][CH2:61][N:62]([CH3:64])[CH3:63]. Product: [CH3:63][N:62]([CH3:64])[CH2:61][CH2:60][CH2:59][NH:58][C:32](=[O:34])[C:31]1[CH:35]=[CH:36][C:28]([NH:27][C:25](=[O:26])[NH:24][C:21]2[CH:20]=[CH:19][C:18]([C:9]3[N:10]=[C:11]([N:12]4[CH2:17][CH2:16][O:15][CH2:14][CH2:13]4)[C:6]4[N:5]=[N:4][N:3]([CH2:1][CH3:2])[C:7]=4[N:8]=3)=[CH:23][CH:22]=2)=[CH:29][CH:30]=1. The catalyst class is: 1.